Dataset: Catalyst prediction with 721,799 reactions and 888 catalyst types from USPTO. Task: Predict which catalyst facilitates the given reaction. (1) Reactant: [F:1][C:2]([F:28])([F:27])[C:3]1[CH:8]=[CH:7][C:6]([C:9]2[S:10][C:11]([CH2:25][OH:26])=[C:12]([CH2:14][N:15]3[CH2:20][CH2:19][CH:18]([C:21]([F:24])([F:23])[F:22])[CH2:17][CH2:16]3)[N:13]=2)=[CH:5][CH:4]=1.[H-].[Na+].[F:31][CH:32]([F:43])[O:33][C:34]1[CH:41]=[C:40](F)[CH:39]=[CH:38][C:35]=1[C:36]#[N:37].O. Product: [F:31][CH:32]([F:43])[O:33][C:34]1[CH:41]=[C:40]([O:26][CH2:25][C:11]2[S:10][C:9]([C:6]3[CH:7]=[CH:8][C:3]([C:2]([F:1])([F:27])[F:28])=[CH:4][CH:5]=3)=[N:13][C:12]=2[CH2:14][N:15]2[CH2:20][CH2:19][CH:18]([C:21]([F:22])([F:24])[F:23])[CH2:17][CH2:16]2)[CH:39]=[CH:38][C:35]=1[C:36]#[N:37]. The catalyst class is: 9. (2) Reactant: [NH:1]1[CH2:6][CH2:5][CH:4]([NH:7][C:8](=[O:14])[O:9][C:10]([CH3:13])([CH3:12])[CH3:11])[CH2:3][CH2:2]1.Br[C:16]([CH3:23])([CH3:22])[C:17]([O:19][CH2:20][CH3:21])=[O:18].C(=O)([O-])[O-].[K+].[K+]. Product: [C:10]([O:9][C:8]([NH:7][CH:4]1[CH2:3][CH2:2][N:1]([C:16]([CH3:23])([CH3:22])[C:17]([O:19][CH2:20][CH3:21])=[O:18])[CH2:6][CH2:5]1)=[O:14])([CH3:11])([CH3:13])[CH3:12]. The catalyst class is: 10. (3) Reactant: [CH:1]([O:3][CH2:4][CH3:5])=[CH2:2].[Li]C(C)(C)C.[Br:11][C:12]1[CH:13]=[C:14]2[C:18](=[CH:19][CH:20]=1)[CH2:17][C:16]1([CH2:25][CH2:24][CH:23]([O:26][CH3:27])[CH2:22][CH2:21]1)[C:15]2=[N:28][S:29]([C:31]([CH3:34])([CH3:33])[CH3:32])=[O:30]. Product: [Br:11][C:12]1[CH:13]=[C:14]2[C:18]([CH2:17][C:16]3([CH2:21][CH2:22][CH:23]([O:26][CH3:27])[CH2:24][CH2:25]3)[C:15]2([NH:28][S:29]([C:31]([CH3:34])([CH3:33])[CH3:32])=[O:30])[C:1]([O:3][CH2:4][CH3:5])=[CH2:2])=[CH:19][CH:20]=1. The catalyst class is: 1.